Dataset: Catalyst prediction with 721,799 reactions and 888 catalyst types from USPTO. Task: Predict which catalyst facilitates the given reaction. Reactant: [F:1][C:2]1[CH:7]=[CH:6][C:5]([C:8]2[CH:13]=[CH:12][CH:11]=[CH:10][C:9]=2[CH2:14]O)=[CH:4][CH:3]=1.O=S(Cl)[Cl:18]. Product: [Cl:18][CH2:14][C:9]1[CH:10]=[CH:11][CH:12]=[CH:13][C:8]=1[C:5]1[CH:6]=[CH:7][C:2]([F:1])=[CH:3][CH:4]=1. The catalyst class is: 2.